This data is from Reaction yield outcomes from USPTO patents with 853,638 reactions. The task is: Predict the reaction yield, written as a fraction of the theoretical maximum amount of product (1.0 means a 100% yield; for example, 0.34 means a 34% yield). (1) The product is [NH2:20][C:18]1[N:17]=[CH:16][N:15]=[C:14]2[N:13]([CH2:21][C@@H:22]3[CH2:26][CH2:25][CH2:24][N:23]3[C:36](=[O:37])[CH2:35][C:33]#[N:34])[N:12]=[C:11]([C:8]3[CH:9]=[CH:10][C:5]([O:4][C:3]4[CH:28]=[CH:29][CH:30]=[C:31]([F:32])[C:2]=4[F:1])=[CH:6][C:7]=3[F:27])[C:19]=12. The catalyst is C(Cl)Cl.O. The reactants are [F:1][C:2]1[C:31]([F:32])=[CH:30][CH:29]=[CH:28][C:3]=1[O:4][C:5]1[CH:10]=[CH:9][C:8]([C:11]2[C:19]3[C:14](=[N:15][CH:16]=[N:17][C:18]=3[NH2:20])[N:13]([CH2:21][C@@H:22]3[CH2:26][CH2:25][CH2:24][NH:23]3)[N:12]=2)=[C:7]([F:27])[CH:6]=1.[C:33]([CH2:35][C:36](O)=[O:37])#[N:34].CN(C(ON1N=NC2C=CC=NC1=2)=[N+](C)C)C.F[P-](F)(F)(F)(F)F. The yield is 0.690. (2) The reactants are [CH3:1][C:2]1[CH:7]=[C:6]([CH3:8])[CH:5]=[CH:4][C:3]=1[N:9]1[CH2:14][CH2:13][N:12]([C:15]2[CH:16]=[C:17]([CH:21]3[CH2:30][C:29]([CH3:32])([CH3:31])[C:28]4[C:23](=[CH:24][CH:25]=[C:26]([C:33](O)=[O:34])[CH:27]=4)[NH:22]3)[CH:18]=[N:19][CH:20]=2)[CH2:11][CH2:10]1.Cl.CN(C)CCCN=C=NCC.[CH:48]1([S:51]([NH2:54])(=[O:53])=[O:52])[CH2:50][CH2:49]1. The catalyst is CN(C)C1C=CN=CC=1.ClCCl. The product is [CH3:1][C:2]1[CH:7]=[C:6]([CH3:8])[CH:5]=[CH:4][C:3]=1[N:9]1[CH2:14][CH2:13][N:12]([C:15]2[CH:16]=[C:17]([CH:21]3[CH2:30][C:29]([CH3:31])([CH3:32])[C:28]4[C:23](=[CH:24][CH:25]=[C:26]([C:33]([NH:54][S:51]([CH:48]5[CH2:50][CH2:49]5)(=[O:53])=[O:52])=[O:34])[CH:27]=4)[NH:22]3)[CH:18]=[N:19][CH:20]=2)[CH2:11][CH2:10]1. The yield is 0.100. (3) The reactants are [OH:1][C:2]1[CH:11]=[CH:10][C:5]([C:6]([O:8][CH3:9])=[O:7])=[CH:4][CH:3]=1.[I:12]Cl. The catalyst is C(O)(=O)C. The product is [OH:1][C:2]1[CH:3]=[CH:4][C:5]([C:6]([O:8][CH3:9])=[O:7])=[CH:10][C:11]=1[I:12]. The yield is 0.903. (4) The reactants are Br[C:2]1[CH:7]=[CH:6][C:5]([CH:8]([CH3:10])[CH3:9])=[C:4]([F:11])[CH:3]=1.[CH:12]1([C:17]([OH:30])([C:28]#[CH:29])[CH2:18][C:19]2[O:24][C:23]([CH3:26])([CH3:25])[O:22][C:21](=[O:27])[CH:20]=2)[CH2:16][CH2:15][CH2:14][CH2:13]1.C(NC(C)C)(C)C. The catalyst is CN(C=O)C.CCOC(C)=O.[Cu]I.Cl[Pd](Cl)([P](C1C=CC=CC=1)(C1C=CC=CC=1)C1C=CC=CC=1)[P](C1C=CC=CC=1)(C1C=CC=CC=1)C1C=CC=CC=1. The product is [CH:12]1([C:17]([OH:30])([C:28]#[C:29][C:2]2[CH:7]=[CH:6][C:5]([CH:8]([CH3:10])[CH3:9])=[C:4]([F:11])[CH:3]=2)[CH2:18][C:19]2[O:24][C:23]([CH3:26])([CH3:25])[O:22][C:21](=[O:27])[CH:20]=2)[CH2:16][CH2:15][CH2:14][CH2:13]1. The yield is 0.810. (5) The reactants are [NH2:1][C:2]1[C:3]([C:7]#[N:8])=[N:4][O:5][N:6]=1.C[Si]([N:13]=[N+:14]=[N-:15])(C)C.C([Sn](=O)CCCC)CCC. The catalyst is C1(C)C=CC=CC=1. The product is [NH:13]1[C:7]([C:3]2[C:2]([NH2:1])=[N:6][O:5][N:4]=2)=[N:8][N:15]=[N:14]1. The yield is 0.870. (6) The reactants are C([O:3][C:4](=[O:30])[CH2:5][CH:6]([N:10]1[C:14]2[CH:15]=[CH:16][CH:17]=[CH:18][C:13]=2[N:12]([CH2:19][C:20]2[C:24]3[CH:25]=[CH:26][CH:27]=[CH:28][C:23]=3[O:22][N:21]=2)[C:11]1=[O:29])[CH2:7][CH2:8][CH3:9])C.O.[OH-].[Li+]. The catalyst is C1COCC1.O. The product is [O:22]1[C:23]2[CH:28]=[CH:27][CH:26]=[CH:25][C:24]=2[C:20]([CH2:19][N:12]2[C:13]3[CH:18]=[CH:17][CH:16]=[CH:15][C:14]=3[N:10]([CH:6]([CH2:7][CH2:8][CH3:9])[CH2:5][C:4]([OH:30])=[O:3])[C:11]2=[O:29])=[N:21]1. The yield is 0.800.